This data is from Forward reaction prediction with 1.9M reactions from USPTO patents (1976-2016). The task is: Predict the product of the given reaction. Given the reactants Cl.[CH:2]1[C:15]2[C:14](=[CH:16][CH2:17][CH2:18][NH2:19])[C:13]3[C:8](=[CH:9][CH:10]=[CH:11][CH:12]=3)[S:7][C:6]=2[CH:5]=[CH:4][CH:3]=1.C(N(CC)CC)C.[F:27][C:28]([F:41])([F:40])[O:29][C:30]1[CH:35]=[CH:34][C:33]([S:36](Cl)(=[O:38])=[O:37])=[CH:32][CH:31]=1, predict the reaction product. The product is: [CH:12]1[C:13]2[C:14](=[CH:16][CH2:17][CH2:18][NH:19][S:36]([C:33]3[CH:32]=[CH:31][C:30]([O:29][C:28]([F:27])([F:40])[F:41])=[CH:35][CH:34]=3)(=[O:38])=[O:37])[C:15]3[C:6](=[CH:5][CH:4]=[CH:3][CH:2]=3)[S:7][C:8]=2[CH:9]=[CH:10][CH:11]=1.